The task is: Predict the reactants needed to synthesize the given product.. This data is from Full USPTO retrosynthesis dataset with 1.9M reactions from patents (1976-2016). Given the product [F:15][C:12]([F:13])([F:14])[S:11][C:8]1[CH:7]=[CH:6][C:5]([CH2:4][N:1]2[CH:20]=[C:18]([CH2:17][OH:16])[N:3]=[N:2]2)=[CH:10][CH:9]=1, predict the reactants needed to synthesize it. The reactants are: [N:1]([CH2:4][C:5]1[CH:10]=[CH:9][C:8]([S:11][C:12]([F:15])([F:14])[F:13])=[CH:7][CH:6]=1)=[N+:2]=[N-:3].[O:16]=[C:17]1O[C@H]([C@H](CO)O)[C:20]([O-])=[C:18]1O.[Na+].